From a dataset of Forward reaction prediction with 1.9M reactions from USPTO patents (1976-2016). Predict the product of the given reaction. (1) Given the reactants [C:1](O)(C(F)(F)F)=[O:2].[F:8][C:9]1[CH:14]=[CH:13][CH:12]=[C:11]([F:15])[C:10]=1[OH:16].C1N2CN3CN(C2)CN1C3, predict the reaction product. The product is: [F:8][C:9]1[CH:14]=[C:13]([CH:12]=[C:11]([F:15])[C:10]=1[OH:16])[CH:1]=[O:2]. (2) Given the reactants [CH2:1]([O:3][CH:4]([O:6][CH2:7][CH2:8][C:9]#[CH:10])[CH3:5])[CH3:2].C([Li])CCC.Cl[C:17]([O:19][CH2:20][C:21]1[CH:26]=[CH:25][CH:24]=[CH:23][CH:22]=1)=[O:18], predict the reaction product. The product is: [CH2:1]([O:3][CH:4]([O:6][CH2:7][CH2:8][C:9]#[C:10][C:17]([O:19][CH2:20][C:21]1[CH:26]=[CH:25][CH:24]=[CH:23][CH:22]=1)=[O:18])[CH3:5])[CH3:2]. (3) Given the reactants [CH3:1][O:2][C:3](=[O:39])[CH2:4][C@H:5]1[CH2:10][C@@H:9]([CH2:11][CH2:12][C:13]2[N:14]([CH:34]([CH3:36])[CH3:35])[C:15]([C:31](=[O:33])[NH2:32])=[C:16]([C:25]3[CH:30]=[CH:29][CH:28]=[CH:27][CH:26]=3)[C:17]=2[C:18]2[CH:23]=[CH:22][C:21]([F:24])=[CH:20][CH:19]=2)[O:8][C:7]([CH3:38])([CH3:37])[O:6]1.I[C:41]1[CH:46]=[CH:45][CH:44]=[CH:43][N:42]=1.CN[CH2:49][CH2:50][NH:51][CH3:52].[O-]P([O-])([O-])=O.[K+].[K+].[K+].[CH3:61][CH2:62]OC(C)=O, predict the reaction product. The product is: [CH3:1][O:2][C:3](=[O:39])[CH2:4][C@H:5]1[CH2:10][C@@H:9]([CH2:11][CH2:12][C:13]2[N:14]([CH:34]([CH3:35])[CH3:36])[C:15]([C:31](=[O:33])[N:32]([C:50]3[CH:49]=[CH:62][CH:61]=[CH:52][N:51]=3)[C:41]3[CH:46]=[CH:45][CH:44]=[CH:43][N:42]=3)=[C:16]([C:25]3[CH:30]=[CH:29][CH:28]=[CH:27][CH:26]=3)[C:17]=2[C:18]2[CH:23]=[CH:22][C:21]([F:24])=[CH:20][CH:19]=2)[O:8][C:7]([CH3:37])([CH3:38])[O:6]1. (4) Given the reactants [CH3:1][N:2]1[CH2:25][CH2:24][C:5]2[N:6]([CH2:14][C:15]([C:18]3[CH:19]=[N:20][CH:21]=[CH:22][CH:23]=3)(O)[CH3:16])[C:7]3[CH:8]=[CH:9][C:10]([CH3:13])=[CH:11][C:12]=3[C:4]=2[CH2:3]1.C(N(S(F)(F)[F:32])CC)C, predict the reaction product. The product is: [F:32][C:15]([C:18]1[CH:19]=[N:20][CH:21]=[CH:22][CH:23]=1)([CH3:16])[CH2:14][N:6]1[C:7]2[CH:8]=[CH:9][C:10]([CH3:13])=[CH:11][C:12]=2[C:4]2[CH2:3][N:2]([CH3:1])[CH2:25][CH2:24][C:5]1=2. (5) Given the reactants Br[C:2]1[CH:3]=[C:4]2[C:9](=[CH:10][CH:11]=1)[N:8]=[C:7]([NH:12][C:13]([CH3:19])([CH3:18])[CH2:14][N:15]([CH3:17])[CH3:16])[N:6]=[CH:5]2.[CH:20]1([NH:23][C:24](=[O:41])[C:25]2[CH:30]=[CH:29][C:28]([CH3:31])=[C:27](B3OC(C)(C)C(C)(C)O3)[CH:26]=2)[CH2:22][CH2:21]1, predict the reaction product. The product is: [CH:20]1([NH:23][C:24](=[O:41])[C:25]2[CH:30]=[CH:29][C:28]([CH3:31])=[C:27]([C:2]3[CH:3]=[C:4]4[C:9](=[CH:10][CH:11]=3)[N:8]=[C:7]([NH:12][C:13]([CH3:19])([CH3:18])[CH2:14][N:15]([CH3:17])[CH3:16])[N:6]=[CH:5]4)[CH:26]=2)[CH2:21][CH2:22]1. (6) Given the reactants Cl[C:2]1[CH:7]=[CH:6][CH:5]=[C:4]([C:8]([F:11])([F:10])[F:9])[N:3]=1.Cl.[C@H:13]12[CH2:19][C@H:16]([NH:17][CH2:18]1)[CH2:15][N:14]2[C:20]([C@@:22]1([CH2:36][CH:37]([F:39])[F:38])[CH2:26][CH2:25][C@@H:24]([NH:27][C@@H:28]2[C@H:33]([O:34][CH3:35])[CH2:32][O:31][CH2:30][CH2:29]2)[CH2:23]1)=[O:21].C(N(CC)CC)C, predict the reaction product. The product is: [F:39][CH:37]([F:38])[CH2:36][C@:22]1([C:20]([N:14]2[CH2:15][C@@H:16]3[CH2:19][C@H:13]2[CH2:18][N:17]3[C:2]2[CH:7]=[CH:6][CH:5]=[C:4]([C:8]([F:11])([F:10])[F:9])[N:3]=2)=[O:21])[CH2:26][CH2:25][C@@H:24]([NH:27][C@@H:28]2[C@H:33]([O:34][CH3:35])[CH2:32][O:31][CH2:30][CH2:29]2)[CH2:23]1. (7) Given the reactants [Br:1][C:2]1[CH:3]=[N:4][C:5]2[N:6]([N:8]=[C:9]([C:11]([OH:13])=O)[CH:10]=2)[CH:7]=1.[CH3:14][N:15]1[C:20]2[CH:21]=[C:22]([CH3:24])[S:23][C:19]=2[CH2:18][CH2:17][NH:16]1, predict the reaction product. The product is: [Br:1][C:2]1[CH:3]=[N:4][C:5]2[N:6]([N:8]=[C:9]([C:11]([N:16]3[CH2:17][CH2:18][C:19]4[S:23][C:22]([CH3:24])=[CH:21][C:20]=4[N:15]3[CH3:14])=[O:13])[CH:10]=2)[CH:7]=1.